This data is from Full USPTO retrosynthesis dataset with 1.9M reactions from patents (1976-2016). The task is: Predict the reactants needed to synthesize the given product. The reactants are: [F:1][C:2]([F:9])([F:8])[C:3]([O:5]CC)=O.C[O-].[Na+].[CH3:13][C:14]1[CH:15]=[C:16]2[C:21](=[CH:22][CH:23]=1)[C:20](=[O:24])[CH2:19][CH2:18][CH2:17]2.Cl. Given the product [CH3:13][C:14]1[CH:15]=[C:16]2[C:21](=[CH:22][CH:23]=1)[C:20](=[O:24])[CH:19]([C:3](=[O:5])[C:2]([F:1])([F:8])[F:9])[CH2:18][CH2:17]2, predict the reactants needed to synthesize it.